This data is from Full USPTO retrosynthesis dataset with 1.9M reactions from patents (1976-2016). The task is: Predict the reactants needed to synthesize the given product. (1) Given the product [NH2:8][C:9]1[N:14]=[CH:13][C:12]([C:47]2[CH2:52][CH2:51][N:50]([C:53]([O:55][C:56]([CH3:59])([CH3:58])[CH3:57])=[O:54])[CH2:49][CH:48]=2)=[N:11][C:10]=1[C:16]1[NH:17][C:18]2[CH:31]=[CH:30][CH:29]=[CH:28][C:19]=2[N:20]=1, predict the reactants needed to synthesize it. The reactants are: C(OC([N:8](C(OC(C)(C)C)=O)[C:9]1[C:10]([C:16]2[N:20](C(OC(C)(C)C)=O)[C:19]3[CH:28]=[CH:29][CH:30]=[CH:31][C:18]=3[N:17]=2)=[N:11][C:12](Br)=[CH:13][N:14]=1)=O)(C)(C)C.CC1(C)C(C)(C)OB([C:47]2[CH2:48][CH2:49][N:50]([C:53]([O:55][C:56]([CH3:59])([CH3:58])[CH3:57])=[O:54])[CH2:51][CH:52]=2)O1.C(P(C(C)(C)C)C1C=CC(N(C)C)=CC=1)(C)(C)C.C([O-])([O-])=O.[K+].[K+]. (2) Given the product [NH2:1][C:2]1[N:7]=[CH:6][N:5]=[C:4]2[N:8]([C@@H:23]3[CH2:27][N:26]([C:28]([O:30][C:31]([CH3:32])([CH3:33])[CH3:34])=[O:29])[C@H:25]([CH2:35][OH:36])[CH2:24]3)[N:9]=[C:10]([C:11]#[C:12][C:13]3[CH:14]=[C:15]([O:21][CH3:22])[CH:16]=[C:17]([O:19][CH3:20])[CH:18]=3)[C:3]=12, predict the reactants needed to synthesize it. The reactants are: [NH2:1][C:2]1[N:7]=[CH:6][N:5]=[C:4]2[N:8]([C@@H:23]3[CH2:27][N:26]([C:28]([O:30][C:31]([CH3:34])([CH3:33])[CH3:32])=[O:29])[C@H:25]([CH2:35][O:36][Si](C(C)(C)C)(C4C=CC=CC=4)C4C=CC=CC=4)[CH2:24]3)[N:9]=[C:10]([C:11]#[C:12][C:13]3[CH:18]=[C:17]([O:19][CH3:20])[CH:16]=[C:15]([O:21][CH3:22])[CH:14]=3)[C:3]=12.[F-].C([N+](CCCC)(CCCC)CCCC)CCC. (3) Given the product [Cl:1][C:2]1[CH:3]=[C:4]([CH:7]=[CH:8][C:9]=1[Cl:10])[CH2:5][NH:11][C:12]1[CH:13]=[C:14]2[C:18]3=[C:19]([CH2:21][S:22][CH2:23][CH2:24][N:17]3[C@H:16]3[CH2:25][CH2:26][NH:27][CH2:28][C@@H:15]23)[CH:20]=1, predict the reactants needed to synthesize it. The reactants are: [Cl:1][C:2]1[CH:3]=[C:4]([CH:7]=[CH:8][C:9]=1[Cl:10])[CH:5]=O.[NH2:11][C:12]1[CH:13]=[C:14]2[C:18]3=[C:19]([CH2:21][S:22][CH2:23][CH2:24][N:17]3[C@H:16]3[CH2:25][CH2:26][N:27](C(OC(C)(C)C)=O)[CH2:28][C@@H:15]23)[CH:20]=1. (4) The reactants are: [Br:1][C:2]1[CH:10]=[CH:9][C:5]([C:6](Cl)=[O:7])=[C:4]([F:11])[CH:3]=1.Cl.[CH2:13]([C:15]1[CH:16]=[C:17]([CH3:27])[C:18]([N:21]2[CH2:26][CH2:25][NH:24][CH2:23][CH2:22]2)=[N:19][CH:20]=1)[CH3:14]. Given the product [Br:1][C:2]1[CH:10]=[CH:9][C:5]([C:6]([N:24]2[CH2:25][CH2:26][N:21]([C:18]3[C:17]([CH3:27])=[CH:16][C:15]([CH2:13][CH3:14])=[CH:20][N:19]=3)[CH2:22][CH2:23]2)=[O:7])=[C:4]([F:11])[CH:3]=1, predict the reactants needed to synthesize it. (5) The reactants are: [CH3:1][C:2]1[CH:7]=[C:6]([N:8]2[CH2:13][CH2:12][O:11][CH2:10][CH2:9]2)[CH:5]=[C:4]([CH3:14])[C:3]=1[C:15]1[NH:16][C:17]2[CH:23]=[C:22]([C:24]([NH:26][NH:27][C:28](=O)[C:29]3[CH:34]=[CH:33][C:32]([Cl:35])=[CH:31][CH:30]=3)=[O:25])[CH:21]=[CH:20][C:18]=2[N:19]=1.[OH-].COC(NS([N+](CC)(CC)CC)(=O)=O)=O. Given the product [Cl:35][C:32]1[CH:31]=[CH:30][C:29]([C:28]2[O:25][C:24]([C:22]3[CH:21]=[CH:20][C:18]4[N:19]=[C:15]([C:3]5[C:2]([CH3:1])=[CH:7][C:6]([N:8]6[CH2:13][CH2:12][O:11][CH2:10][CH2:9]6)=[CH:5][C:4]=5[CH3:14])[NH:16][C:17]=4[CH:23]=3)=[N:26][N:27]=2)=[CH:34][CH:33]=1, predict the reactants needed to synthesize it.